Dataset: Peptide-MHC class I binding affinity with 185,985 pairs from IEDB/IMGT. Task: Regression. Given a peptide amino acid sequence and an MHC pseudo amino acid sequence, predict their binding affinity value. This is MHC class I binding data. (1) The peptide sequence is NAISYGLSTM. The MHC is H-2-Kb with pseudo-sequence H-2-Kb. The binding affinity (normalized) is 0.187. (2) The MHC is SLA-30401 with pseudo-sequence SLA-30401. The peptide sequence is RRLHRLLLM. The binding affinity (normalized) is 0.650.